From a dataset of NCI-60 drug combinations with 297,098 pairs across 59 cell lines. Regression. Given two drug SMILES strings and cell line genomic features, predict the synergy score measuring deviation from expected non-interaction effect. Drug 1: CC12CCC(CC1=CCC3C2CCC4(C3CC=C4C5=CN=CC=C5)C)O. Drug 2: CN1C2=C(C=C(C=C2)N(CCCl)CCCl)N=C1CCCC(=O)O.Cl. Cell line: NCI-H322M. Synergy scores: CSS=-1.12, Synergy_ZIP=0.906, Synergy_Bliss=2.26, Synergy_Loewe=0.104, Synergy_HSA=0.949.